From a dataset of Catalyst prediction with 721,799 reactions and 888 catalyst types from USPTO. Predict which catalyst facilitates the given reaction. (1) Reactant: [CH3:1][C:2]1([CH3:15])[C:11](=[O:12])[C:10]([CH3:14])([CH3:13])[CH2:9][C:4]2(OCC[O:5]2)[CH2:3]1.Cl. Product: [CH3:13][C:10]1([CH3:14])[CH2:9][C:4](=[O:5])[CH2:3][C:2]([CH3:15])([CH3:1])[C:11]1=[O:12]. The catalyst class is: 1. (2) Reactant: [N+:1]([C:4]1[CH:12]=[C:11]2[C:7]([C:8]([C:21]3[N:25]([CH2:26][O:27][CH2:28][CH2:29][Si:30]([CH3:33])([CH3:32])[CH3:31])[C:24]4[CH:34]=[CH:35][CH:36]=[CH:37][C:23]=4[N:22]=3)=[N:9][N:10]2[CH2:13][O:14][CH2:15][CH2:16][Si:17]([CH3:20])([CH3:19])[CH3:18])=[CH:6][CH:5]=1)([O-])=O.C(=O)(O)[O-].[Na+]. Product: [NH2:1][C:4]1[CH:12]=[C:11]2[C:7]([C:8]([C:21]3[N:25]([CH2:26][O:27][CH2:28][CH2:29][Si:30]([CH3:32])([CH3:31])[CH3:33])[C:24]4[CH:34]=[CH:35][CH:36]=[CH:37][C:23]=4[N:22]=3)=[N:9][N:10]2[CH2:13][O:14][CH2:15][CH2:16][Si:17]([CH3:20])([CH3:19])[CH3:18])=[CH:6][CH:5]=1. The catalyst class is: 3. (3) Reactant: [F:1][C:2]([F:13])([F:12])[CH2:3][C:4]([CH3:11])=[CH:5][C:6]([O:8]CC)=[O:7]. Product: [F:1][C:2]([F:12])([F:13])[CH2:3][CH:4]([CH3:11])[CH2:5][C:6]([OH:8])=[O:7]. The catalyst class is: 50. (4) Reactant: [F:1][C:2]([F:36])([F:35])[C:3]1[CH:4]=[C:5]([C:13]([CH3:34])([CH3:33])[C:14]([N:16]([C:18]2[CH:19]=[N:20][C:21](Cl)=[CH:22][C:23]=2[C:24]2[CH:29]=[CH:28][C:27]([F:30])=[CH:26][C:25]=2[Cl:31])[CH3:17])=[O:15])[CH:6]=[C:7]([C:9]([F:12])([F:11])[F:10])[CH:8]=1.[CH3:37][C:38]([Si:41]([CH3:55])([CH3:54])[O:42][CH2:43][C@@H:44]1[CH2:53][N:52]2[C@H:47]([CH2:48][O:49][CH2:50][CH2:51]2)[CH2:46][NH:45]1)([CH3:40])[CH3:39].CC(C)([O-])C.[Na+].C1(P(C2CCCCC2)C2C=CC=CC=2C2C=CC=CC=2N(C)C)CCCCC1. Product: [F:10][C:9]([F:12])([F:11])[C:7]1[CH:6]=[C:5]([C:13]([CH3:33])([CH3:34])[C:14]([N:16]([C:18]2[CH:19]=[N:20][C:21]([N:45]3[C@H:44]([CH2:43][O:42][Si:41]([C:38]([CH3:40])([CH3:39])[CH3:37])([CH3:54])[CH3:55])[CH2:53][N:52]4[C@H:47]([CH2:48][O:49][CH2:50][CH2:51]4)[CH2:46]3)=[CH:22][C:23]=2[C:24]2[CH:29]=[CH:28][C:27]([F:30])=[CH:26][C:25]=2[Cl:31])[CH3:17])=[O:15])[CH:4]=[C:3]([C:2]([F:1])([F:36])[F:35])[CH:8]=1. The catalyst class is: 260. (5) Reactant: Br[C:2]1[CH:3]=[CH:4][C:5]([N+:8]([O-:10])=[O:9])=[N:6][CH:7]=1.C(=O)([O-])[O-].[Cs+].[Cs+].[C:17]([C:19]([C:22]1[CH:23]=[C:24]([CH:35]=[CH:36][CH:37]=1)[C:25]([NH:27][C:28]1[CH:33]=[CH:32][CH:31]=[C:30]([OH:34])[CH:29]=1)=[O:26])([CH3:21])[CH3:20])#[N:18].O. Product: [C:17]([C:19]([C:22]1[CH:23]=[C:24]([CH:35]=[CH:36][CH:37]=1)[C:25]([NH:27][C:28]1[CH:33]=[CH:32][CH:31]=[C:30]([O:34][C:2]2[CH:7]=[N:6][C:5]([N+:8]([O-:10])=[O:9])=[CH:4][CH:3]=2)[CH:29]=1)=[O:26])([CH3:21])[CH3:20])#[N:18]. The catalyst class is: 9. (6) Reactant: [CH2:1]([C:7]1[CH:12]=[CH:11][C:10]([N:13]=[N:14][C:15]2[CH:20]=[CH:19][C:18]([OH:21])=[CH:17][CH:16]=2)=[CH:9][CH:8]=1)[CH2:2][CH2:3][CH2:4][CH2:5][CH3:6].Br[CH2:23][CH2:24][CH2:25][CH2:26][CH2:27][CH2:28][OH:29].C(=O)([O-])[O-].[K+].[K+]. Product: [CH2:1]([C:7]1[CH:12]=[CH:11][C:10]([N:13]=[N:14][C:15]2[CH:20]=[CH:19][C:18]([O:21][CH2:23][CH2:24][CH2:25][CH2:26][CH2:27][CH2:28][OH:29])=[CH:17][CH:16]=2)=[CH:9][CH:8]=1)[CH2:2][CH2:3][CH2:4][CH2:5][CH3:6]. The catalyst class is: 8. (7) Reactant: [CH2:1]([O:3][C:4]1[CH:5]=[C:6]([CH:9]=[CH:10][C:11]=1[O:12][CH2:13][CH3:14])[CH:7]=O)[CH3:2].[N+:15]([CH2:18][CH3:19])([O-:17])=[O:16].Cl.CNC.[F-].[K+]. Product: [CH2:13]([O:12][C:11]1[CH:10]=[CH:9][C:6]([CH:7]=[C:18]([N+:15]([O-:17])=[O:16])[CH3:19])=[CH:5][C:4]=1[O:3][CH2:1][CH3:2])[CH3:14]. The catalyst class is: 133. (8) Reactant: C(N(CCC)[C:5]1[CH:10]=[CH:9][C:8]([NH:11][C:12](=[O:27])[C:13]2[CH:18]=[CH:17][C:16]([CH2:19][NH:20][CH2:21][C:22]3[NH:23][CH:24]=[CH:25][N:26]=3)=[CH:15][CH:14]=2)=[CH:7][CH:6]=1)CC.[CH3:31][C:32]1[C:33]([CH:38]=O)=[N:34][CH:35]=[CH:36][CH:37]=1.[C:40]([BH3-])#[N:41].[Na+].[OH-].[Na+]. Product: [CH2:6]([N:41]([CH2:40][C:5]1[CH:10]=[CH:9][C:8]([NH:11][C:12](=[O:27])[C:13]2[CH:18]=[CH:17][C:16]([CH2:19][N:20]([CH2:21][C:22]3[NH:23][CH:24]=[CH:25][N:26]=3)[CH2:38][C:33]3[C:32]([CH3:31])=[CH:37][CH:36]=[CH:35][N:34]=3)=[CH:15][CH:14]=2)=[CH:7][CH:6]=1)[CH2:7][CH2:8][CH3:9])[CH2:5][CH3:10]. The catalyst class is: 130. (9) Reactant: [OH:1][C:2]1[CH:3]=[C:4]([CH2:8][CH2:9][CH2:10][NH:11][C:12]2[N:17]=[C:16]([CH3:18])[C:15]([C:19]([NH:21][C@@H:22]([CH2:26][NH:27][C:28]([C:30]3[S:31][CH:32]=[CH:33][CH:34]=3)=[O:29])[C:23]([OH:25])=[O:24])=[O:20])=[C:14]([CH3:35])[N:13]=2)[CH:5]=[CH:6][CH:7]=1.S(Cl)(Cl)=O.[CH2:40](O)[CH2:41][CH3:42]. Product: [CH2:40]([O:24][C:23](=[O:25])[C@@H:22]([NH:21][C:19]([C:15]1[C:16]([CH3:18])=[N:17][C:12]([NH:11][CH2:10][CH2:9][CH2:8][C:4]2[CH:5]=[CH:6][CH:7]=[C:2]([OH:1])[CH:3]=2)=[N:13][C:14]=1[CH3:35])=[O:20])[CH2:26][NH:27][C:28]([C:30]1[S:31][CH:32]=[CH:33][CH:34]=1)=[O:29])[CH2:41][CH3:42]. The catalyst class is: 225.